From a dataset of Catalyst prediction with 721,799 reactions and 888 catalyst types from USPTO. Predict which catalyst facilitates the given reaction. (1) Reactant: [NH2:1][C:2]1[C:3]([C:12]([NH:14][C@@H:15]([C:20]2[CH:25]=[CH:24][C:23]([OH:26])=[CH:22][CH:21]=2)[C:16]([O:18][CH3:19])=[O:17])=[O:13])=[CH:4][C:5]2[C:10]([CH:11]=1)=[CH:9][CH:8]=[CH:7][CH:6]=2.[N:27]([C:30]1[C:35]([CH3:36])=[CH:34][C:33]([CH3:37])=[CH:32][C:31]=1[CH3:38])=[C:28]=[O:29]. Product: [OH:26][C:23]1[CH:22]=[CH:21][C:20]([C@H:15]([NH:14][C:12]([C:3]2[C:2]([NH:1][C:28]([NH:27][C:30]3[C:31]([CH3:38])=[CH:32][C:33]([CH3:37])=[CH:34][C:35]=3[CH3:36])=[O:29])=[CH:11][C:10]3[C:5](=[CH:6][CH:7]=[CH:8][CH:9]=3)[CH:4]=2)=[O:13])[C:16]([O:18][CH3:19])=[O:17])=[CH:25][CH:24]=1. The catalyst class is: 17. (2) Reactant: [Li+].[OH-].C[O:4][C:5](=[O:15])[CH2:6][CH2:7][CH2:8][C:9]1[CH:14]=[CH:13][CH:12]=[CH:11][CH:10]=1.O.Cl.[CH2:18]1COCC1. Product: [CH3:18][CH:6]([CH2:7][CH2:8][C:9]1[CH:14]=[CH:13][CH:12]=[CH:11][CH:10]=1)[C:5]([OH:4])=[O:15]. The catalyst class is: 5. (3) Reactant: [CH3:1][C:2]1([CH3:18])[O:7][C:6]2[CH:8]=[CH:9][C:10]([C@H:12]3[O:16][C:15](=[O:17])[NH:14][CH2:13]3)=[CH:11][C:5]=2[CH2:4][O:3]1.[H-].[Na+].[C:21]([O:24][CH2:25][CH2:26][O:27][C:28]1[CH:33]=[CH:32][C:31]([CH2:34][CH2:35]Br)=[CH:30][CH:29]=1)(=[O:23])[CH3:22]. Product: [C:21]([O:24][CH2:25][CH2:26][O:27][C:28]1[CH:29]=[CH:30][C:31]([CH2:34][CH2:35][N:14]2[CH2:13][C@@H:12]([C:10]3[CH:9]=[CH:8][C:6]4[O:7][C:2]([CH3:18])([CH3:1])[O:3][CH2:4][C:5]=4[CH:11]=3)[O:16][C:15]2=[O:17])=[CH:32][CH:33]=1)(=[O:23])[CH3:22]. The catalyst class is: 3. (4) Reactant: C[O:2][C:3]([CH:5]1[CH:9]([C:10]2[S:11][CH:12]=[C:13]([Br:15])[CH:14]=2)[CH2:8][N:7]([CH2:16][C:17]2[CH:22]=[CH:21][CH:20]=[CH:19][CH:18]=2)[CH2:6]1)=[O:4]. Product: [CH2:16]([N:7]1[CH2:8][CH:9]([C:10]2[S:11][CH:12]=[C:13]([Br:15])[CH:14]=2)[CH:5]([C:3]([OH:4])=[O:2])[CH2:6]1)[C:17]1[CH:18]=[CH:19][CH:20]=[CH:21][CH:22]=1. The catalyst class is: 33. (5) Reactant: [CH3:1][CH:2]([N:4]1[C:8]2[N:9]=[C:10]([C:18]3[CH:23]=[CH:22][CH:21]=[CH:20][CH:19]=3)[CH:11]=[C:12]([C:13]([O:15][CH2:16][CH3:17])=[O:14])[C:7]=2[CH:6]=[N:5]1)[CH3:3].[Br:24]Br.C(=O)(O)[O-].[Na+]. Product: [Br:24][C:6]1[C:7]2[C:12]([C:13]([O:15][CH2:16][CH3:17])=[O:14])=[CH:11][C:10]([C:18]3[CH:19]=[CH:20][CH:21]=[CH:22][CH:23]=3)=[N:9][C:8]=2[N:4]([CH:2]([CH3:3])[CH3:1])[N:5]=1. The catalyst class is: 15. (6) Reactant: [N:1]([C@@H:4]([C@H:40]([C:48]1[CH:56]=[CH:55][C:51]2[O:52][CH2:53][O:54][C:50]=2[CH:49]=1)[C:41]1[CH:46]=[CH:45][C:44]([Cl:47])=[CH:43][CH:42]=1)[C:5]([NH:7][C:8]1[CH:9]=[N:10][CH:11]=[C:12]([F:39])[C:13]=1[CH2:14][CH2:15][C@H:16]1[O:21][CH2:20][C@@H:19]([CH2:22][O:23][C:24](=[O:31])[NH:25][CH2:26][C:27]([F:30])([F:29])[F:28])[N:18]([C:32]([O:34][C:35]([CH3:38])([CH3:37])[CH3:36])=[O:33])[CH2:17]1)=[O:6])=[N+]=[N-].CP(C)C. Product: [NH2:1][C@@H:4]([C@H:40]([C:48]1[CH:56]=[CH:55][C:51]2[O:52][CH2:53][O:54][C:50]=2[CH:49]=1)[C:41]1[CH:42]=[CH:43][C:44]([Cl:47])=[CH:45][CH:46]=1)[C:5]([NH:7][C:8]1[CH:9]=[N:10][CH:11]=[C:12]([F:39])[C:13]=1[CH2:14][CH2:15][C@H:16]1[O:21][CH2:20][C@@H:19]([CH2:22][O:23][C:24](=[O:31])[NH:25][CH2:26][C:27]([F:28])([F:30])[F:29])[N:18]([C:32]([O:34][C:35]([CH3:36])([CH3:37])[CH3:38])=[O:33])[CH2:17]1)=[O:6]. The catalyst class is: 161. (7) Reactant: CN(C)[CH:3]=[CH:4][C:5]([C:7]1[NH:11][C:10]([CH2:12][O:13][CH3:14])=[N:9][C:8]=1[C:15]([O:18][CH3:19])([CH3:17])[CH3:16])=O.Cl.[NH2:22][C:23]([NH2:25])=[NH:24].C[O-].[Na+]. Product: [NH2:24][C:23]1[N:25]=[C:5]([C:7]2[NH:11][C:10]([CH2:12][O:13][CH3:14])=[N:9][C:8]=2[C:15]([O:18][CH3:19])([CH3:17])[CH3:16])[CH:4]=[CH:3][N:22]=1. The catalyst class is: 51.